Task: Predict the product of the given reaction.. Dataset: Forward reaction prediction with 1.9M reactions from USPTO patents (1976-2016) Given the reactants Cl[C:2]1[C:3]2[C:10]3[CH2:11][N:12]([C:14]([O:16][CH2:17][CH3:18])=[O:15])[CH2:13][C:9]=3[S:8][C:4]=2[N:5]=[CH:6][N:7]=1.[C:19]([C:21]1[CH:22]=[C:23]([CH:25]=[CH:26][CH:27]=1)[NH2:24])#[CH:20], predict the reaction product. The product is: [C:19]([C:21]1[CH:22]=[C:23]([NH:24][C:2]2[C:3]3[C:10]4[CH2:11][N:12]([C:14]([O:16][CH2:17][CH3:18])=[O:15])[CH2:13][C:9]=4[S:8][C:4]=3[N:5]=[CH:6][N:7]=2)[CH:25]=[CH:26][CH:27]=1)#[CH:20].